This data is from Catalyst prediction with 721,799 reactions and 888 catalyst types from USPTO. The task is: Predict which catalyst facilitates the given reaction. (1) Reactant: [O-]S([O-])=O.[Na+].[Na+].C([O-])([O-])=O.[Na+].[Na+].[C:13]([C:17]1[CH:22]=[CH:21][C:20]([S:23](Cl)(=[O:25])=[O:24])=[CH:19][CH:18]=1)([CH3:16])([CH3:15])[CH3:14].Cl[CH2:28][C:29]1[N:30]=[C:31]([C:35]2[CH:44]=[CH:43][C:38]([C:39]([O:41][CH3:42])=[O:40])=[CH:37][CH:36]=2)[O:32][C:33]=1[CH3:34]. Product: [C:13]([C:17]1[CH:22]=[CH:21][C:20]([S:23]([CH2:28][C:29]2[N:30]=[C:31]([C:35]3[CH:44]=[CH:43][C:38]([C:39]([O:41][CH3:42])=[O:40])=[CH:37][CH:36]=3)[O:32][C:33]=2[CH3:34])(=[O:25])=[O:24])=[CH:19][CH:18]=1)([CH3:16])([CH3:15])[CH3:14]. The catalyst class is: 315. (2) Reactant: [CH:1]([N:4]1[CH2:9][CH2:8][NH:7][CH2:6][CH2:5]1)([CH3:3])[CH3:2].Br[CH2:11][C:12]1[CH:17]=[CH:16][C:15]([NH:18][C:19](=[O:24])[C:20]([F:23])([F:22])[F:21])=[CH:14][C:13]=1[C:25]([F:28])([F:27])[F:26]. Product: [F:21][C:20]([F:22])([F:23])[C:19]([NH:18][C:15]1[CH:16]=[CH:17][C:12]([CH2:11][N:7]2[CH2:8][CH2:9][N:4]([CH:1]([CH3:3])[CH3:2])[CH2:5][CH2:6]2)=[C:13]([C:25]([F:27])([F:26])[F:28])[CH:14]=1)=[O:24]. The catalyst class is: 10.